Task: Predict the reactants needed to synthesize the given product.. Dataset: Full USPTO retrosynthesis dataset with 1.9M reactions from patents (1976-2016) (1) Given the product [F:1][C:2]1[CH:3]=[C:4]([CH:8]2[CH2:12][N:11]([CH3:23])[CH2:10][CH:9]2[NH:13][C:14](=[O:22])[O:15][CH2:16][CH2:17][Si:18]([CH3:19])([CH3:21])[CH3:20])[CH:5]=[CH:6][CH:7]=1, predict the reactants needed to synthesize it. The reactants are: [F:1][C:2]1[CH:3]=[C:4]([CH:8]2[CH2:12][NH:11][CH2:10][CH:9]2[NH:13][C:14](=[O:22])[O:15][CH2:16][CH2:17][Si:18]([CH3:21])([CH3:20])[CH3:19])[CH:5]=[CH:6][CH:7]=1.[CH:23](O)=O.C=O. (2) Given the product [C:1]([C@H:5]1[CH2:10][CH2:9][C@H:8]([O:11][C:12]2[CH:13]=[C:14]3[C:19](=[CH:20][CH:21]=2)[CH:18]=[C:17]([CH2:22][NH:27][CH2:26][C:25]#[N:24])[CH:16]=[CH:15]3)[CH2:7][CH2:6]1)([CH3:4])([CH3:3])[CH3:2], predict the reactants needed to synthesize it. The reactants are: [C:1]([C@H:5]1[CH2:10][CH2:9][C@H:8]([O:11][C:12]2[CH:13]=[C:14]3[C:19](=[CH:20][CH:21]=2)[CH:18]=[C:17]([CH:22]=O)[CH:16]=[CH:15]3)[CH2:7][CH2:6]1)([CH3:4])([CH3:3])[CH3:2].[NH2:24][CH2:25][C:26]#[N:27].C(O)(=O)C.[BH-](OC(C)=O)(OC(C)=O)OC(C)=O.[Na+].C([O-])(O)=O.[Na+]. (3) The reactants are: [NH2:1][C:2](=[O:40])[C:3]([CH3:39])([CH3:38])[CH2:4][NH:5][C:6]([C@H:8]([CH:35]([CH3:37])[CH3:36])[CH2:9][C@@H:10]1[O:14][CH2:13][NH:12][C@H:11]1[CH2:15][C@H:16]([CH2:20][C:21]1[CH:26]=[CH:25][C:24]([O:27][CH3:28])=[C:23]([O:29][CH2:30][CH2:31][CH2:32][O:33][CH3:34])[CH:22]=1)[CH:17]([CH3:19])[CH3:18])=[O:7].[CH2:41]([O:45][C:46](Cl)=[O:47])[CH:42]([CH3:44])[CH3:43]. Given the product [NH2:1][C:2](=[O:40])[C:3]([CH3:38])([CH3:39])[CH2:4][NH:5][C:6]([C@H:8]([CH:35]([CH3:36])[CH3:37])[CH2:9][C@@H:10]1[O:14][CH2:13][N:12]([C:46]([O:45][CH2:41][CH:42]([CH3:44])[CH3:43])=[O:47])[C@H:11]1[CH2:15][C@H:16]([CH2:20][C:21]1[CH:26]=[CH:25][C:24]([O:27][CH3:28])=[C:23]([O:29][CH2:30][CH2:31][CH2:32][O:33][CH3:34])[CH:22]=1)[CH:17]([CH3:19])[CH3:18])=[O:7], predict the reactants needed to synthesize it. (4) Given the product [CH3:22][O:23][C:24](=[O:36])[C:25]1[CH:34]=[CH:33][C:32]([NH:35][C:17](=[O:18])[CH2:16][O:15][C:14]2[CH:13]=[CH:12][C:11]([C:1]34[CH2:10][CH:5]5[CH2:4][CH:3]([CH2:9][CH:7]([CH2:6]5)[CH2:8]3)[CH2:2]4)=[CH:21][CH:20]=2)=[C:27]([C:28]([O:30][CH3:31])=[O:29])[CH:26]=1, predict the reactants needed to synthesize it. The reactants are: [C:1]12([C:11]3[CH:21]=[CH:20][C:14]([O:15][CH2:16][C:17](O)=[O:18])=[CH:13][CH:12]=3)[CH2:10][CH:5]3[CH2:6][CH:7]([CH2:9][CH:3]([CH2:4]3)[CH2:2]1)[CH2:8]2.[CH3:22][O:23][C:24](=[O:36])[C:25]1[CH:34]=[CH:33][C:32]([NH2:35])=[C:27]([C:28]([O:30][CH3:31])=[O:29])[CH:26]=1.C1C=NC2N(O)N=NC=2C=1.CCN(C(C)C)C(C)C. (5) Given the product [C:1]([O:5][C:6](=[O:41])[CH2:7][N:8]([CH2:28][C:29]1[CH:30]=[C:31]([C:34]([O:36][C:37]([CH3:40])([CH3:39])[CH3:38])=[O:35])[S:32][CH:33]=1)[CH2:9][C:10]([N:12]([C:13]1[CH:18]=[CH:17][C:16]([O:19][Si:20]([C:23]([CH3:26])([CH3:25])[CH3:24])([CH3:22])[CH3:21])=[CH:15][C:14]=1[Cl:27])[CH3:45])=[O:11])([CH3:2])([CH3:3])[CH3:4], predict the reactants needed to synthesize it. The reactants are: [C:1]([O:5][C:6](=[O:41])[CH2:7][N:8]([CH2:28][C:29]1[CH:30]=[C:31]([C:34]([O:36][C:37]([CH3:40])([CH3:39])[CH3:38])=[O:35])[S:32][CH:33]=1)[CH2:9][C:10]([NH:12][C:13]1[CH:18]=[CH:17][C:16]([O:19][Si:20]([C:23]([CH3:26])([CH3:25])[CH3:24])([CH3:22])[CH3:21])=[CH:15][C:14]=1[Cl:27])=[O:11])([CH3:4])([CH3:3])[CH3:2].[H-].[Na+].I[CH3:45].[Cl-].[NH4+]. (6) Given the product [Cl:13][C:14]1[N:19]=[C:18]([C:7]2[CH:8]=[N:9][CH:10]=[CH:11][CH:12]=2)[CH:17]=[CH:16][N:15]=1, predict the reactants needed to synthesize it. The reactants are: C([Li])CCC.Br[C:7]1[CH:8]=[N:9][CH:10]=[CH:11][CH:12]=1.[Cl:13][C:14]1[N:19]=[CH:18][CH:17]=[CH:16][N:15]=1.C(C1C(=O)C(Cl)=C(Cl)C(=O)C=1C#N)#N.[OH-].[Na+]. (7) Given the product [NH2:7][C@@H:8]([C:11]1[C:12]([F:27])=[C:13]([C:18]([C:20]2[CH:21]=[N:22][C:23]([NH2:26])=[CH:24][CH:25]=2)=[O:19])[C:14]([Cl:17])=[CH:15][CH:16]=1)[CH2:9][CH3:10], predict the reactants needed to synthesize it. The reactants are: C(OC(=O)[NH:7][C@@H:8]([C:11]1[CH:16]=[CH:15][C:14]([Cl:17])=[C:13]([C:18]([C:20]2[CH:21]=[N:22][C:23]([NH2:26])=[CH:24][CH:25]=2)=[O:19])[C:12]=1[F:27])[CH2:9][CH3:10])(C)(C)C.Cl.O1CCOCC1.